This data is from Reaction yield outcomes from USPTO patents with 853,638 reactions. The task is: Predict the reaction yield, written as a fraction of the theoretical maximum amount of product (1.0 means a 100% yield; for example, 0.34 means a 34% yield). (1) The reactants are C[Si]([N-][Si](C)(C)C)(C)C.[Na+].[CH3:11][N:12]1[CH2:17][CH2:16][CH:15]([C:18]2[CH:27]=[CH:26][C:21]([C:22]([O:24]C)=O)=[CH:20][CH:19]=2)[CH2:14][CH2:13]1.[NH2:28][C:29]1[N:33](C(OC(C)(C)C)=O)[N:32]=[C:31]([CH2:41][CH2:42][C:43]2[CH:48]=[C:47]([O:49][CH3:50])[CH:46]=[C:45]([O:51][CH3:52])[CH:44]=2)[CH:30]=1.[NH4+].[Cl-]. The yield is 0.161. The product is [CH3:50][O:49][C:47]1[CH:48]=[C:43]([CH2:42][CH2:41][C:31]2[NH:32][N:33]=[C:29]([NH:28][C:22](=[O:24])[C:21]3[CH:20]=[CH:19][C:18]([CH:15]4[CH2:14][CH2:13][N:12]([CH3:11])[CH2:17][CH2:16]4)=[CH:27][CH:26]=3)[CH:30]=2)[CH:44]=[C:45]([O:51][CH3:52])[CH:46]=1. The catalyst is C1COCC1. (2) The reactants are [C:1]([O:5][C:6](=[O:39])[NH:7][CH2:8][CH2:9][CH:10]([N:12]1[CH2:17][CH2:16][CH:15]([N:18]2[C@H:22]([C:23]3[CH:28]=[CH:27][CH:26]=[CH:25][CH:24]=3)[CH2:21][N:20]([C:29]3[CH:34]=[CH:33][CH:32]=[CH:31][C:30]=3[N+:35]([O-])=O)[C:19]2=[O:38])[CH2:14][CH2:13]1)[CH3:11])([CH3:4])([CH3:3])[CH3:2]. The catalyst is CO.[Pd]. The product is [C:1]([O:5][C:6](=[O:39])[NH:7][CH2:8][CH2:9][CH:10]([N:12]1[CH2:13][CH2:14][CH:15]([N:18]2[C@H:22]([C:23]3[CH:24]=[CH:25][CH:26]=[CH:27][CH:28]=3)[CH2:21][N:20]([C:29]3[CH:34]=[CH:33][CH:32]=[CH:31][C:30]=3[NH2:35])[C:19]2=[O:38])[CH2:16][CH2:17]1)[CH3:11])([CH3:2])([CH3:3])[CH3:4]. The yield is 0.940. (3) The reactants are [O:1]=[CH:2][C@@H:3]([C@H:5]([C@@H:7]([C@@H:9]([CH2:11][OH:12])[OH:10])[OH:8])[OH:6])[OH:4].[CH2:13]([O:20][C:21]1[CH:22]=[C:23]([CH:27]=[C:28]([O:38][CH2:39][C:40]2[CH:45]=[CH:44][CH:43]=[CH:42][CH:41]=2)[C:29]=1[O:30][CH2:31][C:32]1[CH:37]=[CH:36][CH:35]=[CH:34][CH:33]=1)[C:24]([OH:26])=O)[C:14]1[CH:19]=[CH:18][CH:17]=[CH:16][CH:15]=1.CCN=C=N[CH2:51][CH2:52][CH2:53]N(C)C.Cl. The product is [C:14]1([CH2:13][O:20][C:21]2[CH:22]=[C:23]([CH:27]=[C:28]([O:38][CH2:39][C:40]3[CH:41]=[CH:42][CH:43]=[CH:44][CH:45]=3)[C:29]=2[O:30][CH2:31][C:32]2[CH:37]=[CH:36][CH:35]=[CH:34][CH:33]=2)[C:24]([O:1][C@@H:2]2[O:10][C@H:9]([CH2:11][O:12][C:24](=[O:26])[C:23]3[CH:22]=[C:21]([O:20][CH2:13][C:14]4[CH:19]=[CH:18][CH:17]=[CH:16][CH:15]=4)[C:29]([O:30][CH2:31][C:32]4[CH:37]=[CH:36][CH:35]=[CH:34][CH:33]=4)=[C:28]([O:38][CH2:39][C:51]4[CH:52]=[CH:53][CH:41]=[CH:40][CH:45]=4)[CH:27]=3)[C@@H:7]([O:8][C:24](=[O:26])[C:23]3[CH:27]=[C:28]([O:38][CH2:39][C:40]4[CH:45]=[CH:44][CH:43]=[CH:42][CH:41]=4)[C:29]([O:30][CH2:31][C:32]4[CH:33]=[CH:34][CH:35]=[CH:36][CH:37]=4)=[C:21]([O:20][CH2:13][C:14]4[CH:15]=[CH:16][CH:17]=[CH:18][CH:19]=4)[CH:22]=3)[C@H:5]([O:6][C:24](=[O:26])[C:23]3[CH:27]=[C:28]([O:38][CH2:39][C:40]4[CH:45]=[CH:44][CH:43]=[CH:42][CH:41]=4)[C:29]([O:30][CH2:31][C:32]4[CH:33]=[CH:34][CH:35]=[CH:36][CH:37]=4)=[C:21]([O:20][CH2:13][C:14]4[CH:15]=[CH:16][CH:17]=[CH:18][CH:19]=4)[CH:22]=3)[C@H:3]2[O:4][C:24](=[O:26])[C:23]2[CH:27]=[C:28]([O:38][CH2:39][C:40]3[CH:45]=[CH:44][CH:43]=[CH:42][CH:41]=3)[C:29]([O:30][CH2:31][C:32]3[CH:33]=[CH:34][CH:35]=[CH:36][CH:37]=3)=[C:21]([O:20][CH2:13][C:14]3[CH:15]=[CH:16][CH:17]=[CH:18][CH:19]=3)[CH:22]=2)=[O:26])[CH:19]=[CH:18][CH:17]=[CH:16][CH:15]=1. The catalyst is CN(C1C=CN=CC=1)C.C(Cl)Cl. The yield is 0.0900.